This data is from Forward reaction prediction with 1.9M reactions from USPTO patents (1976-2016). The task is: Predict the product of the given reaction. (1) Given the reactants [C:1]([O:5][C:6]([N:8]1CCC(=C/C=C/C2C=CC=CC=2)CC1)=O)(C)(C)C.[CH2:23](P(=O)(OCC)OCC)[CH:24]=[CH:25][C:26]1[CH:31]=[CH:30][CH:29]=[CH:28][CH:27]=1.[CH3:40][C:41]1[N:46]=[C:45]([N:47]2[CH2:52][CH2:51]C(=O)C[CH2:48]2)[C:44]([N+:54]([O-:56])=[O:55])=[CH:43][CH:42]=1, predict the reaction product. The product is: [CH3:1][O:5][C:6]1[N:8]=[C:30](/[CH:31]=[CH:26]/[CH:25]=[C:24]2[CH2:23][CH2:48][N:47]([C:45]3[C:44]([N+:54]([O-:56])=[O:55])=[CH:43][CH:42]=[C:41]([CH3:40])[N:46]=3)[CH2:52][CH2:51]2)[CH:29]=[CH:28][CH:27]=1. (2) Given the reactants [CH2:1]1[C:9]2[C:8]3[CH:10]=[CH:11][CH:12]=[CH:13][C:7]=3[O:6][C:5]=2[CH2:4][CH2:3][CH:2]1[NH2:14].[CH:15]1([CH2:21][C:22](Cl)=[O:23])[CH2:20][CH2:19][CH2:18][CH2:17][CH2:16]1.C(N(CC)CC)C, predict the reaction product. The product is: [CH:15]1([CH2:21][C:22]([NH:14][C:2]2[CH:3]=[CH:4][C:5]3[O:6][C:7]4[CH2:13][CH2:12][CH2:11][CH2:10][C:8]=4[C:9]=3[CH:1]=2)=[O:23])[CH2:20][CH2:19][CH2:18][CH2:17][CH2:16]1. (3) Given the reactants [CH3:1][C:2]1[CH:7]=[C:6]([N+:8]([O-])=O)[C:5]([O:11][CH3:12])=[CH:4][C:3]=1[C:13]1[CH2:14][CH2:15][N:16]([CH2:19][CH2:20][CH3:21])[CH2:17][CH:18]=1, predict the reaction product. The product is: [CH3:1][C:2]1[C:3]([CH:13]2[CH2:14][CH2:15][N:16]([CH2:19][CH2:20][CH3:21])[CH2:17][CH2:18]2)=[CH:4][C:5]([O:11][CH3:12])=[C:6]([CH:7]=1)[NH2:8]. (4) Given the reactants [OH:1][C:2]1[CH:10]=[C:9]([C:11]([F:14])([F:13])[F:12])[CH:8]=[CH:7][C:3]=1[C:4]([OH:6])=[O:5].[CH:15]1([CH2:21]OS(C2C=CC(C)=CC=2)(=O)=O)[CH2:20][CH2:19][CH2:18][CH2:17][CH2:16]1, predict the reaction product. The product is: [CH:15]1([CH2:21][O:5][C:4](=[O:6])[C:3]2[CH:7]=[CH:8][C:9]([C:11]([F:12])([F:13])[F:14])=[CH:10][C:2]=2[O:1][CH2:4][CH:3]2[CH2:7][CH2:8][CH2:9][CH2:10][CH2:2]2)[CH2:20][CH2:19][CH2:18][CH2:17][CH2:16]1. (5) Given the reactants Cl.[CH3:2][N:3]1[CH2:8][CH2:7][N:6]([C:9]2[CH:17]=[CH:16][C:12]([C:13](O)=[O:14])=[C:11]([N:18]([C@H:25]3[CH2:30][CH2:29][C@@H:28]([O:31]C(C4C=CC=CC=4)=O)[CH2:27][CH2:26]3)C(=O)C(F)(F)F)[CH:10]=2)[CH2:5][CH2:4]1.C(Cl)(=O)C(Cl)=O.[F:46][C:47]1[CH:48]=[C:49]([CH:61]=[C:62]([F:64])[CH:63]=1)[CH2:50][C:51]1[CH:52]=[C:53]2[C:57](=[CH:58][CH:59]=1)[NH:56][N:55]=[C:54]2[NH2:60].O[Li].O, predict the reaction product. The product is: [F:46][C:47]1[CH:48]=[C:49]([CH:61]=[C:62]([F:64])[CH:63]=1)[CH2:50][C:51]1[CH:52]=[C:53]2[C:57](=[CH:58][CH:59]=1)[NH:56][N:55]=[C:54]2[NH:60][C:13](=[O:14])[C:12]1[CH:16]=[CH:17][C:9]([N:6]2[CH2:7][CH2:8][N:3]([CH3:2])[CH2:4][CH2:5]2)=[CH:10][C:11]=1[NH:18][C@H:25]1[CH2:30][CH2:29][C@@H:28]([OH:31])[CH2:27][CH2:26]1. (6) Given the reactants [NH2:1][C:2]1[C:3]([F:15])=[C:4]([CH:9]=[C:10]([N+:12]([O-:14])=[O:13])[CH:11]=1)[C:5]([O:7][CH3:8])=[O:6].CCN(CC)CC.[Cl:23][CH2:24][CH2:25][CH2:26][C:27](Cl)=[O:28], predict the reaction product. The product is: [Cl:23][CH2:24][CH2:25][CH2:26][C:27]([NH:1][C:2]1[C:3]([F:15])=[C:4]([CH:9]=[C:10]([N+:12]([O-:14])=[O:13])[CH:11]=1)[C:5]([O:7][CH3:8])=[O:6])=[O:28]. (7) Given the reactants [N+:1]([C:4]1[CH:13]=[CH:12][CH:11]=[C:10]2[C:5]=1[CH2:6][CH2:7][CH2:8][C:9]2=O)([O-:3])=[O:2].C(O)C.Cl.[NH2:19][OH:20], predict the reaction product. The product is: [N+:1]([C:4]1[CH:13]=[CH:12][CH:11]=[C:10]2[C:5]=1[CH2:6][CH2:7][CH2:8][C:9]2=[N:19][OH:20])([O-:3])=[O:2]. (8) Given the reactants [F:1][C:2]1[CH:23]=[CH:22][C:5]2[NH:6][C:7]([CH:9]([C:11]3[CH:16]=[CH:15][C:14]([O:17][C:18]([F:21])([F:20])[F:19])=[CH:13][CH:12]=3)[OH:10])=[N:8][C:4]=2[CH:3]=1.S(Cl)(Cl)=O.O[C:29]1[CH:30]=[N:31][CH:32]=[CH:33][CH:34]=1.[OH-].[K+].[OH-].[Na+], predict the reaction product. The product is: [F:1][C:2]1[CH:23]=[CH:22][C:5]2[NH:6][C:7]([CH:9]([O:10][C:29]3[CH:30]=[N:31][CH:32]=[CH:33][CH:34]=3)[C:11]3[CH:16]=[CH:15][C:14]([O:17][C:18]([F:20])([F:19])[F:21])=[CH:13][CH:12]=3)=[N:8][C:4]=2[CH:3]=1. (9) Given the reactants [C:1]([N:5]([CH2:31][CH2:32][O:33][CH2:34][C:35]#[CH:36])[C:6](=[O:30])[C:7]([N:9]1[CH2:18][CH2:17][C:16]2[C:11](=[CH:12][C:13]([O:21][CH:22]([CH3:24])[CH3:23])=[C:14]([O:19][CH3:20])[CH:15]=2)[CH:10]1[C:25]([O:27]CC)=[O:26])=[O:8])([CH3:4])([CH3:3])[CH3:2].[OH-].[K+].Cl, predict the reaction product. The product is: [C:1]([N:5]([CH2:31][CH2:32][O:33][CH2:34][C:35]#[CH:36])[C:6](=[O:30])[C:7]([N:9]1[CH2:18][CH2:17][C:16]2[C:11](=[CH:12][C:13]([O:21][CH:22]([CH3:24])[CH3:23])=[C:14]([O:19][CH3:20])[CH:15]=2)[CH:10]1[C:25]([OH:27])=[O:26])=[O:8])([CH3:3])([CH3:2])[CH3:4].